From a dataset of Full USPTO retrosynthesis dataset with 1.9M reactions from patents (1976-2016). Predict the reactants needed to synthesize the given product. (1) Given the product [OH:1][C:2]1[C:3]([C:24]([NH:33][CH2:32][C:31]([O:30][CH2:28][CH3:29])=[O:34])=[O:25])=[C:4]2[C:9](=[CH:10][CH:11]=1)[N:8]=[C:7]([C:12]1[CH:13]=[CH:14][CH:15]=[CH:16][CH:17]=1)[C:6]([C:18]1[CH:23]=[CH:22][CH:21]=[CH:20][CH:19]=1)=[N:5]2, predict the reactants needed to synthesize it. The reactants are: [OH:1][C:2]1[CH:11]=[CH:10][C:9]2[N:8]=[C:7]([C:12]3[CH:17]=[CH:16][CH:15]=[CH:14][CH:13]=3)[C:6]([C:18]3[CH:23]=[CH:22][CH:21]=[CH:20][CH:19]=3)=[N:5][C:4]=2[C:3]=1[C:24](O)=[O:25].Cl.[CH2:28]([O:30][C:31](=[O:34])[CH2:32][NH2:33])[CH3:29].C(N(CC)CC)C.C1CN([P+](ON2N=NC3C=CC=CC2=3)(N2CCCC2)N2CCCC2)CC1.F[P-](F)(F)(F)(F)F. (2) Given the product [NH:25]1[C:33]2[C:28](=[CH:29][CH:30]=[CH:31][CH:32]=2)[C:27](/[CH:34]=[CH:35]/[C:36]([NH:15][C@@H:13]([C:10]2[CH:9]=[CH:8][C:7]([O:6][CH2:5][C:4]([F:3])([F:16])[F:17])=[CH:12][N:11]=2)[CH3:14])=[O:37])=[CH:26]1, predict the reactants needed to synthesize it. The reactants are: Cl.Cl.[F:3][C:4]([F:17])([F:16])[CH2:5][O:6][C:7]1[CH:8]=[CH:9][C:10]([C@H:13]([NH2:15])[CH3:14])=[N:11][CH:12]=1.C(OC([N:25]1[C:33]2[C:28](=[CH:29][CH:30]=[CH:31][CH:32]=2)[C:27](/[CH:34]=[CH:35]/[C:36](O)=[O:37])=[CH:26]1)=O)(C)(C)C.C(N(CC)CC)C.C(Cl)CCl.C1C=CC2N(O)N=NC=2C=1.C(=O)(O)[O-].[Na+].